Dataset: Forward reaction prediction with 1.9M reactions from USPTO patents (1976-2016). Task: Predict the product of the given reaction. (1) The product is: [CH2:1]([C@@:4]1([CH3:33])[CH2:9][C@H:8]([C:10]2[CH:15]=[CH:14][CH:13]=[C:12]([Cl:16])[CH:11]=2)[C@@H:7]([C:17]2[CH:22]=[CH:21][C:20]([Cl:23])=[CH:19][CH:18]=2)[N:6]([C:24]2[C:29]([CH3:30])=[CH:28][CH:27]=[CH:26][N:25]=2)[C:5]1=[O:32])[CH:2]=[CH2:3]. Given the reactants [CH2:1]([C@@:4]1([CH3:33])[CH2:9][C@H:8]([C:10]2[CH:15]=[CH:14][CH:13]=[C:12]([Cl:16])[CH:11]=2)[C@@H:7]([C:17]2[CH:22]=[CH:21][C:20]([Cl:23])=[CH:19][CH:18]=2)[N:6]([C:24]2[C:29]([CH3:30])=[CH:28][C:27](N)=[CH:26][N:25]=2)[C:5]1=[O:32])[CH:2]=[CH2:3].Cl.OO.N([O-])=O.[Na+], predict the reaction product. (2) Given the reactants C([O-])([O-])=O.[Na+].[Na+].Cl[C:8]1[CH:9]=[C:10]2[CH2:31][C:15]3([CH2:30][C:17]4([CH2:22][CH2:21][N:20]([C:23]([O:25][C:26]([CH3:29])([CH3:28])[CH3:27])=[O:24])[CH2:19][CH2:18]4)[CH2:16]3)[O:14][C:11]2=[CH:12][N:13]=1.[CH3:32][S:33]([C:36]1[CH:41]=[CH:40][C:39](B(O)O)=[CH:38][CH:37]=1)(=[O:35])=[O:34].O1CCOCC1, predict the reaction product. The product is: [CH3:32][S:33]([C:36]1[CH:41]=[CH:40][C:39]([C:8]2[CH:9]=[C:10]3[CH2:31][C:15]4([CH2:30][C:17]5([CH2:18][CH2:19][N:20]([C:23]([O:25][C:26]([CH3:27])([CH3:29])[CH3:28])=[O:24])[CH2:21][CH2:22]5)[CH2:16]4)[O:14][C:11]3=[CH:12][N:13]=2)=[CH:38][CH:37]=1)(=[O:35])=[O:34].